The task is: Predict the product of the given reaction.. This data is from Forward reaction prediction with 1.9M reactions from USPTO patents (1976-2016). (1) Given the reactants [Cl:1][C:2]1[CH:11]=[C:10]([C:12]([OH:14])=O)[C:9]2[C:4](=[CH:5][CH:6]=[CH:7][CH:8]=2)[N:3]=1.N.C1C=CC2N(O)N=[N:22]C=2C=1.O.CCN=C=NCCCN(C)C.Cl, predict the reaction product. The product is: [Cl:1][C:2]1[CH:11]=[C:10]([C:12]([NH2:22])=[O:14])[C:9]2[C:4](=[CH:5][CH:6]=[CH:7][CH:8]=2)[N:3]=1. (2) Given the reactants [NH2:1][C:2]1[CH:7]=[CH:6][CH:5]=[C:4]([NH2:8])[N:3]=1.[F:9][C:10]1[CH:18]=[CH:17][CH:16]=[C:15]([F:19])[C:11]=1[C:12](Cl)=[O:13], predict the reaction product. The product is: [NH2:8][C:4]1[N:3]=[C:2]([NH:1][C:12](=[O:13])[C:11]2[C:10]([F:9])=[CH:18][CH:17]=[CH:16][C:15]=2[F:19])[CH:7]=[CH:6][CH:5]=1. (3) Given the reactants [Cl:1][C:2]1[N:7]=[CH:6][N:5]=[C:4]([CH2:8]O)[CH:3]=1.[C:10]1(=[O:20])[C:18]2[C:13](=[CH:14][CH:15]=[CH:16][CH:17]=2)[C:12](=[O:19])[NH:11]1.C1C=CC(P(C2C=CC=CC=2)C2C=CC=CC=2)=CC=1.CC(OC(/N=N/C(OC(C)C)=O)=O)C, predict the reaction product. The product is: [Cl:1][C:2]1[N:7]=[CH:6][N:5]=[C:4]([CH2:8][N:11]2[C:12](=[O:19])[C:13]3[C:18](=[CH:17][CH:16]=[CH:15][CH:14]=3)[C:10]2=[O:20])[CH:3]=1. (4) Given the reactants C([O:8][C:9]1[CH:14]=[C:13]([CH2:15][C:16]2[CH:21]=[CH:20][CH:19]=[CH:18][C:17]=2[CH2:22][O:23][CH3:24])[CH:12]=[CH:11][C:10]=1[N:25]1[S:29](=[O:31])(=[O:30])[NH:28][C:27](=[O:32])[CH2:26]1)C1C=CC=CC=1, predict the reaction product. The product is: [OH:8][C:9]1[CH:14]=[C:13]([CH2:15][C:16]2[CH:21]=[CH:20][CH:19]=[CH:18][C:17]=2[CH2:22][O:23][CH3:24])[CH:12]=[CH:11][C:10]=1[N:25]1[S:29](=[O:31])(=[O:30])[NH:28][C:27](=[O:32])[CH2:26]1. (5) Given the reactants [O:1]=[C:2]1[CH2:7][CH:6]([CH2:8][NH:9][C:10]2[CH:11]=[CH:12][C:13]3[N:14]([C:16]([C:19]4[CH:24]=[CH:23][CH:22]=[C:21]([O:25][C:26]([F:29])([F:28])[F:27])[CH:20]=4)=[CH:17][N:18]=3)[N:15]=2)[CH2:5][CH2:4][N:3]1C(OC(C)(C)C)=O.C(O)(C(F)(F)F)=O, predict the reaction product. The product is: [F:28][C:26]([F:27])([F:29])[O:25][C:21]1[CH:20]=[C:19]([C:16]2[N:14]3[N:15]=[C:10]([NH:9][CH2:8][CH:6]4[CH2:5][CH2:4][NH:3][C:2](=[O:1])[CH2:7]4)[CH:11]=[CH:12][C:13]3=[N:18][CH:17]=2)[CH:24]=[CH:23][CH:22]=1. (6) Given the reactants [CH3:1][CH:2]([CH3:14])[CH:3]([C:8]1[CH:13]=[CH:12][CH:11]=[CH:10][CH:9]=1)[C:4](OC)=[O:5].O.[NH2:16][NH2:17], predict the reaction product. The product is: [CH3:1][CH:2]([CH3:14])[CH:3]([C:8]1[CH:13]=[CH:12][CH:11]=[CH:10][CH:9]=1)[C:4]([NH:16][NH2:17])=[O:5].